Task: Regression. Given a peptide amino acid sequence and an MHC pseudo amino acid sequence, predict their binding affinity value. This is MHC class I binding data.. Dataset: Peptide-MHC class I binding affinity with 185,985 pairs from IEDB/IMGT (1) The peptide sequence is AQIDNYNKF. The MHC is HLA-A68:01 with pseudo-sequence HLA-A68:01. The binding affinity (normalized) is 0.0184. (2) The peptide sequence is ETVWPFFYA. The MHC is HLA-A01:01 with pseudo-sequence HLA-A01:01. The binding affinity (normalized) is 0.213. (3) The peptide sequence is GMFRTVGQL. The MHC is HLA-A02:01 with pseudo-sequence HLA-A02:01. The binding affinity (normalized) is 0.375. (4) The peptide sequence is HYDAPVFPI. The MHC is HLA-B15:01 with pseudo-sequence HLA-B15:01. The binding affinity (normalized) is 0.0847. (5) The binding affinity (normalized) is 0.0847. The MHC is HLA-B40:01 with pseudo-sequence HLA-B40:01. The peptide sequence is RPRVAQLTF. (6) The peptide sequence is ILSDDAVVCY. The MHC is HLA-A23:01 with pseudo-sequence HLA-A23:01. The binding affinity (normalized) is 0. (7) The peptide sequence is AYSNRNRFL. The MHC is HLA-A23:01 with pseudo-sequence HLA-A23:01. The binding affinity (normalized) is 0.400. (8) The peptide sequence is RRMGGLRKY. The MHC is HLA-A02:03 with pseudo-sequence HLA-A02:03. The binding affinity (normalized) is 0.0847. (9) The peptide sequence is FVRTLFQQM. The MHC is HLA-A69:01 with pseudo-sequence HLA-A69:01. The binding affinity (normalized) is 0.0847.